Dataset: Forward reaction prediction with 1.9M reactions from USPTO patents (1976-2016). Task: Predict the product of the given reaction. (1) Given the reactants Br[C:2]1[CH:7]=[CH:6][C:5]([C@@H:8]([N:10]2[CH2:15][CH2:14][C@:13]([CH2:23][C:24]([CH3:28])([CH3:27])[C:25]#[N:26])([C:16]3[CH:21]=[CH:20][C:19]([F:22])=[CH:18][CH:17]=3)[O:12][C:11]2=[O:29])[CH3:9])=[CH:4][CH:3]=1.[CH3:30][C:31]1[CH:36]=[C:35](B(O)O)[CH:34]=[CH:33][N:32]=1, predict the reaction product. The product is: [F:22][C:19]1[CH:20]=[CH:21][C:16]([C@:13]2([CH2:23][C:24]([CH3:28])([CH3:27])[C:25]#[N:26])[O:12][C:11](=[O:29])[N:10]([C@H:8]([C:5]3[CH:6]=[CH:7][C:2]([C:35]4[CH:34]=[CH:33][N:32]=[C:31]([CH3:30])[CH:36]=4)=[CH:3][CH:4]=3)[CH3:9])[CH2:15][CH2:14]2)=[CH:17][CH:18]=1. (2) Given the reactants C(=O)([O-])[O-].[Cs+].[Cs+].[CH:7](I)([CH3:9])[CH3:8].CN(C)C=O.[OH:16][C@@H:17]1[CH2:31][C@@H:20]2[S:21][C@@H:22]([CH2:25][CH2:26][CH2:27][C:28]([OH:30])=[O:29])[CH2:23][CH2:24][C@@H:19]2[C@H:18]1/[CH:32]=[CH:33]/[C@@H:34]([OH:43])[CH2:35][O:36][C:37]1[CH:42]=[CH:41][CH:40]=[CH:39][CH:38]=1, predict the reaction product. The product is: [OH:16][C@@H:17]1[CH2:31][C@@H:20]2[S:21][C@@H:22]([CH2:25][CH2:26][CH2:27][C:28]([O:30][CH:7]([CH3:9])[CH3:8])=[O:29])[CH2:23][CH2:24][C@@H:19]2[C@H:18]1[CH2:32][CH2:33][C@@H:34]([OH:43])[CH2:35][O:36][C:37]1[CH:42]=[CH:41][CH:40]=[CH:39][CH:38]=1. (3) Given the reactants [F:1][C:2]([F:33])([F:32])[CH2:3][CH2:4][CH:5]([NH:24]C(=O)OC(C)(C)C)[CH2:6][O:7][C:8]1[CH:9]=[CH:10][C:11]2[C:20]3[C:15](=[CH:16][N:17]=[CH:18][CH:19]=3)[C:14](=[O:21])[N:13]([CH3:22])[C:12]=2[CH:23]=1.Cl.O1CCOCC1, predict the reaction product. The product is: [NH2:24][CH:5]([CH2:4][CH2:3][C:2]([F:32])([F:33])[F:1])[CH2:6][O:7][C:8]1[CH:9]=[CH:10][C:11]2[C:20]3[C:15](=[CH:16][N:17]=[CH:18][CH:19]=3)[C:14](=[O:21])[N:13]([CH3:22])[C:12]=2[CH:23]=1.